From a dataset of Catalyst prediction with 721,799 reactions and 888 catalyst types from USPTO. Predict which catalyst facilitates the given reaction. Reactant: [C:1]([O:5][C:6]([N:8]1[CH2:13][C@@H:12]([CH3:14])[NH:11][CH2:10][C@@H:9]1[CH3:15])=[O:7])([CH3:4])([CH3:3])[CH3:2].Br[C:17]1[CH:18]=[C:19]2[C:28](=[CH:29][CH:30]=1)[O:27][CH2:26][C:25]1[N:20]2[CH:21]([CH3:40])[C:22](=[O:39])[N:23]([CH2:31][O:32][CH2:33][CH2:34][Si:35]([CH3:38])([CH3:37])[CH3:36])[N:24]=1.C(O[Na])(C)(C)C. Product: [C:1]([O:5][C:6]([N:8]1[CH2:13][C@@H:12]([CH3:14])[N:11]([C:17]2[CH:18]=[C:19]3[C:28](=[CH:29][CH:30]=2)[O:27][CH2:26][C:25]2[N:20]3[CH:21]([CH3:40])[C:22](=[O:39])[N:23]([CH2:31][O:32][CH2:33][CH2:34][Si:35]([CH3:37])([CH3:36])[CH3:38])[N:24]=2)[CH2:10][C@@H:9]1[CH3:15])=[O:7])([CH3:4])([CH3:2])[CH3:3]. The catalyst class is: 222.